Dataset: Reaction yield outcomes from USPTO patents with 853,638 reactions. Task: Predict the reaction yield, written as a fraction of the theoretical maximum amount of product (1.0 means a 100% yield; for example, 0.34 means a 34% yield). The reactants are FC1C=CC([C:8]([C:10]2[CH:11]=[N:12][CH:13]=[C:14]([C@@H:16]3[CH2:20][CH2:19][CH2:18][N:17]3[C@@H](C3C=CC(OC)=CC=3)C)[CH:15]=2)=[O:9])=CC=1. The catalyst is C(O)(C(F)(F)F)=O. The product is [NH:17]1[CH2:18][CH2:19][CH2:20][C@H:16]1[C:14]1[CH:15]=[C:10]([CH:8]=[O:9])[CH:11]=[N:12][CH:13]=1. The yield is 0.710.